Task: Regression. Given two drug SMILES strings and cell line genomic features, predict the synergy score measuring deviation from expected non-interaction effect.. Dataset: NCI-60 drug combinations with 297,098 pairs across 59 cell lines Drug 1: CC1=C(C(=CC=C1)Cl)NC(=O)C2=CN=C(S2)NC3=CC(=NC(=N3)C)N4CCN(CC4)CCO. Drug 2: CCN(CC)CCCC(C)NC1=C2C=C(C=CC2=NC3=C1C=CC(=C3)Cl)OC. Cell line: MOLT-4. Synergy scores: CSS=31.5, Synergy_ZIP=-2.44, Synergy_Bliss=-0.327, Synergy_Loewe=-8.29, Synergy_HSA=-1.40.